From a dataset of Full USPTO retrosynthesis dataset with 1.9M reactions from patents (1976-2016). Predict the reactants needed to synthesize the given product. (1) Given the product [OH:8][C:9]1[CH:10]=[CH:11][C:12]2[N:13]([C:15]([CH3:24])=[C:16]([NH:18][C:19]([CH:21]3[CH2:22][CH2:23]3)=[O:20])[N:17]=2)[CH:14]=1, predict the reactants needed to synthesize it. The reactants are: COC1C=CC(C[O:8][C:9]2[CH:10]=[CH:11][C:12]3[N:13]([C:15]([CH3:24])=[C:16]([NH:18][C:19]([CH:21]4[CH2:23][CH2:22]4)=[O:20])[N:17]=3)[CH:14]=2)=CC=1.C1(OC)C=CC=CC=1.FC(F)(F)C(O)=O.C(=O)([O-])O.[Na+]. (2) The reactants are: [C:1]([C:3]1[CH:4]=[C:5]2[C:10](=[CH:11][C:12]=1[O:13][C:14]1[CH:19]=[CH:18][C:17]([C:20](=[O:32])[NH:21][CH2:22][CH:23]3[CH2:31][C:30]4[C:25](=[CH:26][CH:27]=[CH:28][CH:29]=4)[CH2:24]3)=[CH:16][CH:15]=1)[O:9][CH2:8][CH2:7][CH:6]2[C:33]([O:35]C)=[O:34])#[N:2].C(C1C=C2C(=CC=1OC1C=CC(C(O)=O)=CC=1)OCCC2C(OC)=O)#N. Given the product [C:1]([C:3]1[CH:4]=[C:5]2[C:10](=[CH:11][C:12]=1[O:13][C:14]1[CH:15]=[CH:16][C:17]([C:20](=[O:32])[NH:21][CH2:22][CH:23]3[CH2:31][C:30]4[C:25](=[CH:26][CH:27]=[CH:28][CH:29]=4)[CH2:24]3)=[CH:18][CH:19]=1)[O:9][CH2:8][CH2:7][CH:6]2[C:33]([OH:35])=[O:34])#[N:2], predict the reactants needed to synthesize it.